This data is from Full USPTO retrosynthesis dataset with 1.9M reactions from patents (1976-2016). The task is: Predict the reactants needed to synthesize the given product. (1) Given the product [CH:30]1([S:27]([C:24]2[CH:25]=[CH:26][C:21]([CH:13]([C:10]3[NH:9][C:8]([C:5]4[N:6]=[CH:7][C:2]([S:33][CH2:34][C:35]([O:37][CH2:38][CH3:39])=[O:36])=[CH:3][CH:4]=4)=[CH:12][CH:11]=3)[CH2:14][CH:15]3[CH2:20][CH2:19][O:18][CH2:17][CH2:16]3)=[CH:22][CH:23]=2)(=[O:29])=[O:28])[CH2:32][CH2:31]1, predict the reactants needed to synthesize it. The reactants are: Br[C:2]1[CH:3]=[CH:4][C:5]([C:8]2[NH:9][C:10]([CH:13]([C:21]3[CH:26]=[CH:25][C:24]([S:27]([CH:30]4[CH2:32][CH2:31]4)(=[O:29])=[O:28])=[CH:23][CH:22]=3)[CH2:14][CH:15]3[CH2:20][CH2:19][O:18][CH2:17][CH2:16]3)=[CH:11][CH:12]=2)=[N:6][CH:7]=1.[SH:33][CH2:34][C:35]([O:37][CH2:38][CH3:39])=[O:36]. (2) Given the product [CH3:1][C:2]1[CH:7]=[C:6]([CH3:8])[CH:5]=[CH:4][C:3]=1[C:9]1[C:10]2[C:17]([C:18]#[N:20])=[CH:16][N:15]([CH2:21][O:22][CH2:23][CH2:24][Si:25]([CH3:27])([CH3:26])[CH3:28])[C:11]=2[N:12]=[CH:13][N:14]=1, predict the reactants needed to synthesize it. The reactants are: [CH3:1][C:2]1[CH:7]=[C:6]([CH3:8])[CH:5]=[CH:4][C:3]=1[C:9]1[C:10]2[C:17]([C:18]([NH2:20])=O)=[CH:16][N:15]([CH2:21][O:22][CH2:23][CH2:24][Si:25]([CH3:28])([CH3:27])[CH3:26])[C:11]=2[N:12]=[CH:13][N:14]=1.FC(F)(F)C(OC(=O)C(F)(F)F)=O. (3) Given the product [F:1][C:2]1[CH:3]=[C:4]([CH:8]=[CH:9][CH:10]=1)[C:5]([NH:58][C:57]1[CH:59]=[CH:60][CH:61]=[C:55]([O:54][C:50]2[CH:49]=[C:48]3[C:53](=[CH:52][CH:51]=2)[N:44]=[CH:45][CH:46]=[N:47]3)[CH:56]=1)=[O:7], predict the reactants needed to synthesize it. The reactants are: [F:1][C:2]1[CH:3]=[C:4]([CH:8]=[CH:9][CH:10]=1)[C:5]([OH:7])=O.CN(C(ON1N=NC2C=CC=NC1=2)=[N+](C)C)C.F[P-](F)(F)(F)(F)F.CCN(C(C)C)C(C)C.[N:44]1[C:53]2[C:48](=[CH:49][C:50]([O:54][C:55]3[CH:56]=[C:57]([CH:59]=[CH:60][CH:61]=3)[NH2:58])=[CH:51][CH:52]=2)[N:47]=[CH:46][CH:45]=1. (4) The reactants are: [Cl:1][C:2]1[CH:7]=[CH:6][N:5]=[C:4]([NH2:8])[C:3]=1[NH2:9].C1C=CC([Si](N)(C2C=CC=CC=2)C2C=CC=CC=2)=CC=1.[CH3:30][N:31]1[CH:35]=[C:34]([CH:36]=O)[CH:33]=[N:32]1. Given the product [Cl:1][C:2]1[CH:7]=[CH:6][N:5]=[C:4]2[NH:8][C:36]([C:34]3[CH:33]=[N:32][N:31]([CH3:30])[CH:35]=3)=[N:9][C:3]=12, predict the reactants needed to synthesize it. (5) Given the product [C:16]1([C@H:14]([N:10]2[CH2:11][CH2:12][O:13][C@@H:8]([C:5]3[CH:4]=[CH:3][C:2]([NH:1][C:29](=[O:31])[CH3:30])=[CH:7][CH:6]=3)[CH2:9]2)[CH3:15])[CH:17]=[CH:18][CH:19]=[CH:20][CH:21]=1, predict the reactants needed to synthesize it. The reactants are: [NH2:1][C:2]1[CH:7]=[CH:6][C:5]([C@@H:8]2[O:13][CH2:12][CH2:11][N:10]([C@@H:14]([C:16]3[CH:21]=[CH:20][CH:19]=[CH:18][CH:17]=3)[CH3:15])[CH2:9]2)=[CH:4][CH:3]=1.C(N(CC)CC)C.[C:29](Cl)(=[O:31])[CH3:30]. (6) Given the product [CH2:75]([O:87][C:88]1[CH:105]=[CH:104][C:91]([C:92]([O:94][C:95]2[CH:103]=[CH:102][C:98]([C:99]([O:101][C:31]3[CH:30]=[CH:29][CH:28]=[C:27]([O:26][C:24](=[O:25])[C:23]4[CH:22]=[CH:21][C:20]([O:19][C:17](=[O:18])[C:16]5[CH:65]=[CH:66][C:13]([O:12][CH2:1][CH2:2][CH2:3][CH2:4][CH2:5][CH2:6][CH2:7][CH2:8][CH2:9][CH2:10][CH2:11][CH3:67])=[CH:14][CH:15]=5)=[CH:64][CH:63]=4)[CH:32]=3)=[O:100])=[CH:97][CH:96]=2)=[O:93])=[CH:90][CH:89]=1)[CH2:76][CH2:77][CH2:78][CH2:79][CH2:80][CH2:81][CH2:82][CH2:83][CH2:84][CH2:85][CH3:86], predict the reactants needed to synthesize it. The reactants are: [CH2:1]([O:12][C:13]1[CH:66]=[CH:65][C:16]([C:17]([O:19][C:20]2[CH:64]=[CH:63][C:23]([C:24]([O:26][C:27]3[CH:32]=[CH:31][CH:30]=[C:29](OC(=O)C4C=CC(OC(=O)C5C=CC(OCCCCCCCCCC=C)=CC=5)=CC=4)[CH:28]=3)=[O:25])=[CH:22][CH:21]=2)=[O:18])=[CH:15][CH:14]=1)[CH2:2][CH2:3][CH2:4][CH2:5][CH2:6][CH2:7][CH2:8][CH2:9][CH:10]=[CH2:11].[C:67]1(C=CC=C(O)C=1)O.[CH2:75]([O:87][C:88]1[CH:105]=[CH:104][C:91]([C:92]([O:94][C:95]2[CH:103]=[CH:102][C:98]([C:99]([OH:101])=[O:100])=[CH:97][CH:96]=2)=[O:93])=[CH:90][CH:89]=1)[CH2:76][CH2:77][CH2:78][CH2:79][CH2:80][CH2:81][CH2:82][CH2:83][CH2:84][CH2:85][CH3:86].C1CCC(N=C=NC2CCCCC2)CC1. (7) The reactants are: [CH2:1]([N:8]1[C:16]2[C:11](=[CH:12][CH:13]=[C:14]([OH:17])[CH:15]=2)[C:10]([C:18]([NH:20][CH2:21][C:22]2[CH:27]=[CH:26][C:25]([F:28])=[C:24]([F:29])[CH:23]=2)=[O:19])=[C:9]1[CH:30]([CH3:32])[CH3:31])[C:2]1[CH:7]=[CH:6][CH:5]=[CH:4][CH:3]=1.[C:33](Cl)(=[O:35])[CH3:34]. Given the product [C:33]([O:17][C:14]1[CH:15]=[C:16]2[C:11]([C:10]([C:18](=[O:19])[NH:20][CH2:21][C:22]3[CH:27]=[CH:26][C:25]([F:28])=[C:24]([F:29])[CH:23]=3)=[C:9]([CH:30]([CH3:32])[CH3:31])[N:8]2[CH2:1][C:2]2[CH:7]=[CH:6][CH:5]=[CH:4][CH:3]=2)=[CH:12][CH:13]=1)(=[O:35])[CH3:34], predict the reactants needed to synthesize it. (8) Given the product [CH2:1]([N:8]1[CH2:13][CH2:12][N:11]([C:14]2[CH:19]=[CH:18][C:17]([O:20][CH2:21][C:22]3[CH:23]=[CH:24][CH:25]=[CH:26][CH:27]=3)=[CH:16][CH:15]=2)[CH:10]([CH2:28][OH:29])[CH2:9]1)[C:2]1[CH:7]=[CH:6][CH:5]=[CH:4][CH:3]=1, predict the reactants needed to synthesize it. The reactants are: [CH2:1]([N:8]1[CH2:13][CH2:12][N:11]([C:14]2[CH:19]=[CH:18][C:17]([O:20][CH2:21][C:22]3[CH:27]=[CH:26][CH:25]=[CH:24][CH:23]=3)=[CH:16][CH:15]=2)[C@@H:10]([CH2:28][O:29]CC2C=CC(OC)=CC=2)[CH2:9]1)[C:2]1[CH:7]=[CH:6][CH:5]=[CH:4][CH:3]=1.ClCCl. (9) Given the product [Br:1][C:2]1[CH:3]=[C:4]2[C:8](=[CH:9][CH:10]=1)[C:7]([C:15]([F:17])([F:16])[F:14])([OH:11])[C:6]([CH3:13])([CH3:12])[CH2:5]2, predict the reactants needed to synthesize it. The reactants are: [Br:1][C:2]1[CH:3]=[C:4]2[C:8](=[CH:9][CH:10]=1)[C:7](=[O:11])[C:6]([CH3:13])([CH3:12])[CH2:5]2.[F:14][C:15]([Si](C)(C)C)([F:17])[F:16].[F-].C([N+](CCCC)(CCCC)CCCC)CCC.